From a dataset of Forward reaction prediction with 1.9M reactions from USPTO patents (1976-2016). Predict the product of the given reaction. Given the reactants Br[C:2]1[C:11]2[C:6](=[CH:7][CH:8]=[CH:9][CH:10]=2)[CH:5]=[CH:4][C:3]=1[CH:12]=[CH:13][CH2:14][CH3:15].C([Li])CCC.CN(C)[CH:23]=[O:24].[Cl-].[NH4+], predict the reaction product. The product is: [CH:12]([C:3]1[CH:4]=[CH:5][C:6]2[C:11](=[CH:10][CH:9]=[CH:8][CH:7]=2)[C:2]=1[CH:23]=[O:24])=[CH:13][CH2:14][CH3:15].